This data is from Ames mutagenicity test results for genotoxicity prediction. The task is: Regression/Classification. Given a drug SMILES string, predict its toxicity properties. Task type varies by dataset: regression for continuous values (e.g., LD50, hERG inhibition percentage) or binary classification for toxic/non-toxic outcomes (e.g., AMES mutagenicity, cardiotoxicity, hepatotoxicity). Dataset: ames. (1) The molecule is O=[N+]([O-])c1cc2c(ccc3ccccc32)c2c1C=CC(O)C2O. The result is 1 (mutagenic). (2) The compound is CC(=O)OCc1c2ccccc2cc2ccc3ccccc3c12. The result is 1 (mutagenic). (3) The drug is Cc1c(N)cc([N+](=O)[O-])cc1[N+](=O)[O-]. The result is 1 (mutagenic). (4) The drug is CCC(Cl)=[N+]([O-])O. The result is 1 (mutagenic). (5) The compound is O=C(O)CCc1ccccc1. The result is 0 (non-mutagenic). (6) The compound is Clc1nc(Cl)nc(Nc2ccccc2Cl)n1. The result is 0 (non-mutagenic). (7) The result is 0 (non-mutagenic). The molecule is CCCCCCCCCCCCCOC(=O)C[N+](CC)(CC)CC.